This data is from Forward reaction prediction with 1.9M reactions from USPTO patents (1976-2016). The task is: Predict the product of the given reaction. (1) Given the reactants CC(C)([O-])C.[K+].[C:7]([O:11][C:12]([N:14]([CH2:21][C:22](=[O:24])[CH3:23])[CH2:15][C:16](OCC)=[O:17])=[O:13])([CH3:10])([CH3:9])[CH3:8], predict the reaction product. The product is: [O:24]=[C:22]1[CH2:23][C:16](=[O:17])[CH2:15][N:14]([C:12]([O:11][C:7]([CH3:8])([CH3:9])[CH3:10])=[O:13])[CH2:21]1. (2) Given the reactants [CH3:1][O:2][C:3]1[CH:4]=[C:5]([C:9]([C:14]2[NH:22][C:17]3=[N:18][CH:19]=[CH:20][CH:21]=[C:16]3[CH:15]=2)=[CH:10][CH:11]([CH3:13])[CH3:12])[CH:6]=[CH:7][CH:8]=1.[H][H], predict the reaction product. The product is: [CH3:1][O:2][C:3]1[CH:4]=[C:5]([CH:9]([C:14]2[NH:22][C:17]3=[N:18][CH:19]=[CH:20][CH:21]=[C:16]3[CH:15]=2)[CH2:10][CH:11]([CH3:13])[CH3:12])[CH:6]=[CH:7][CH:8]=1. (3) Given the reactants [CH3:1][C:2]1[C:8]([CH3:9])=[CH:7][CH:6]=[CH:5][C:3]=1[NH2:4].CCN(CC)CC.[C:17](Cl)(=[O:19])[CH3:18].Cl, predict the reaction product. The product is: [CH3:9][C:8]1[CH:7]=[CH:6][CH:5]=[C:3]([NH:4][C:17]([CH3:18])=[O:19])[C:2]=1[CH3:1]. (4) Given the reactants [C:1]([O:5][C:6](=[O:13])[NH:7][CH:8]1[CH2:12][CH2:11][NH:10][CH2:9]1)([CH3:4])([CH3:3])[CH3:2].Cl[C:15]1[C:24]2[C:19](=[CH:20][CH:21]=[CH:22][CH:23]=2)[N:18]=[CH:17][CH:16]=1, predict the reaction product. The product is: [C:1]([O:5][C:6](=[O:13])[NH:7][CH:8]1[CH2:12][CH2:11][N:10]([C:15]2[C:24]3[C:19](=[CH:20][CH:21]=[CH:22][CH:23]=3)[N:18]=[CH:17][CH:16]=2)[CH2:9]1)([CH3:4])([CH3:2])[CH3:3].